From a dataset of Catalyst prediction with 721,799 reactions and 888 catalyst types from USPTO. Predict which catalyst facilitates the given reaction. Reactant: C(O)(C(F)(F)F)=O.[Cl:8][C:9]1[CH:10]=[CH:11][C:12]([O:41][CH3:42])=[C:13]([C:15]2[C:19]([NH:20][C:21]([C:23]3[C:24]([NH:32]C(=O)OC(C)(C)C)=[N:25][N:26]4[CH:31]=[CH:30][CH:29]=[N:28][C:27]=34)=[O:22])=[CH:18][N:17]([CH3:40])[N:16]=2)[CH:14]=1. Product: [NH2:32][C:24]1[C:23]([C:21]([NH:20][C:19]2[C:15]([C:13]3[CH:14]=[C:9]([Cl:8])[CH:10]=[CH:11][C:12]=3[O:41][CH3:42])=[N:16][N:17]([CH3:40])[CH:18]=2)=[O:22])=[C:27]2[N:28]=[CH:29][CH:30]=[CH:31][N:26]2[N:25]=1. The catalyst class is: 2.